From a dataset of Reaction yield outcomes from USPTO patents with 853,638 reactions. Predict the reaction yield, written as a fraction of the theoretical maximum amount of product (1.0 means a 100% yield; for example, 0.34 means a 34% yield). The reactants are Cl.[NH:2]([C:4]([NH2:6])=[O:5])[NH2:3].C([O-])(=O)C.[Na+].[F:12][C:13]1[CH:18]=[CH:17][C:16]([F:19])=[CH:15][C:14]=1[C@H:20]1[CH2:24][CH2:23][CH2:22][N:21]1[C:25]1[CH:30]=[CH:29][N:28]2[N:31]=[CH:32][C:33]([CH:34]=O)=[C:27]2[N:26]=1.C([O-])([O-])=O.[K+].[K+].II. The catalyst is O.CO. The product is [F:12][C:13]1[CH:18]=[CH:17][C:16]([F:19])=[CH:15][C:14]=1[C@H:20]1[CH2:24][CH2:23][CH2:22][N:21]1[C:25]1[CH:30]=[CH:29][N:28]2[N:31]=[CH:32][C:33]([C:34]3[O:5][C:4]([NH2:6])=[N:2][N:3]=3)=[C:27]2[N:26]=1. The yield is 0.610.